Task: Predict the reaction yield, written as a fraction of the theoretical maximum amount of product (1.0 means a 100% yield; for example, 0.34 means a 34% yield).. Dataset: Reaction yield outcomes from USPTO patents with 853,638 reactions No catalyst specified. The product is [NH2:25][C:5]1[S:6][C:7]2[C:12]([N:13]=1)=[CH:11][CH:10]=[C:9]([C:14]1[CH:15]=[C:16]([CH:22]=[CH:23][CH:24]=1)[C:17]([O:19][CH2:20][CH3:21])=[O:18])[N:8]=2. The reactants are CS([C:5]1[S:6][C:7]2[C:12]([N:13]=1)=[CH:11][CH:10]=[C:9]([C:14]1[CH:15]=[C:16]([CH:22]=[CH:23][CH:24]=1)[C:17]([O:19][CH2:20][CH3:21])=[O:18])[N:8]=2)(=O)=O.[NH3:25].CC(O)C. The yield is 0.910.